This data is from Reaction yield outcomes from USPTO patents with 853,638 reactions. The task is: Predict the reaction yield, written as a fraction of the theoretical maximum amount of product (1.0 means a 100% yield; for example, 0.34 means a 34% yield). (1) The reactants are [CH3:1][C:2]([O:5][C:6]([NH:8][C:9]([O:11][C:12]([CH3:15])([CH3:14])[CH3:13])=[O:10])=[O:7])([CH3:4])[CH3:3].[C:16]1(P([C:16]2[CH:21]=CC=[CH:18][CH:17]=2)[C:16]2[CH:21]=CC=[CH:18][CH:17]=2)[CH:21]=CC=[CH:18][CH:17]=1.C(O)CC#C.CCOC(/N=N/C(OCC)=O)=O. The catalyst is O1CCCC1.CCOC(C)=O.CCCCCC. The product is [C:2]([O:5][C:6]([N:8]([CH2:18][CH2:17][C:16]#[CH:21])[C:9]([O:11][C:12]([CH3:15])([CH3:14])[CH3:13])=[O:10])=[O:7])([CH3:1])([CH3:3])[CH3:4]. The yield is 0.250. (2) The product is [C:6]([C:5]1[C:4]([C:11]2[C:12](=[O:25])[N:13]([CH2:23][CH3:24])[C:14]3[C:19]([CH:20]=2)=[CH:18][N:17]=[C:16]([NH:21][CH3:22])[CH:15]=3)=[CH:3][C:2]([NH:1][C:38]([NH:37][C:31]2[CH:36]=[CH:35][CH:34]=[CH:33][CH:32]=2)=[O:39])=[C:9]([F:10])[CH:8]=1)#[N:7]. The catalyst is C(Cl)Cl. The yield is 0.160. The reactants are [NH2:1][C:2]1[C:9]([F:10])=[CH:8][C:5]([C:6]#[N:7])=[C:4]([C:11]2[C:12](=[O:25])[N:13]([CH2:23][CH3:24])[C:14]3[C:19]([CH:20]=2)=[CH:18][N:17]=[C:16]([NH:21][CH3:22])[CH:15]=3)[CH:3]=1.[Li]CCCC.[C:31]1([N:37]=[C:38]=[O:39])[CH:36]=[CH:35][CH:34]=[CH:33][CH:32]=1. (3) The reactants are [F:1][CH:2]([F:13])[CH:3]1[CH2:8][CH2:7][CH:6]([C:9]([O:11][CH3:12])=[O:10])[CH2:5][CH2:4]1.N#N.C([N-]C(C)C)(C)C.[Li+].[Br:24][C:25]1[CH:30]=[CH:29][C:28]([CH2:31]Br)=[C:27]([I:33])[CH:26]=1. The catalyst is C1COCC1. The product is [Br:24][C:25]1[CH:30]=[CH:29][C:28]([CH2:31][C:6]2([C:9]([O:11][CH3:12])=[O:10])[CH2:5][CH2:4][CH:3]([CH:2]([F:13])[F:1])[CH2:8][CH2:7]2)=[C:27]([I:33])[CH:26]=1. The yield is 0.530. (4) The reactants are I[C:2]1[CH:3]=[N:4][N:5]([CH3:16])[C:6]=1[C:7]1[CH:8]=[C:9]([C:12]([O:14][CH3:15])=[O:13])[S:10][CH:11]=1.[F-].[K+].C([Si](CC)(CC)[C:22]([F:25])([F:24])[F:23])C. The catalyst is CN(C=O)C.CN(P(N(C)C)(N(C)C)=O)C.[Cu]I. The product is [CH3:16][N:5]1[C:6]([C:7]2[CH:8]=[C:9]([C:12]([O:14][CH3:15])=[O:13])[S:10][CH:11]=2)=[C:2]([C:22]([F:25])([F:24])[F:23])[CH:3]=[N:4]1. The yield is 0.740. (5) The reactants are [ClH:1].[NH2:2][C@@H:3]1[CH2:8][CH2:7][CH2:6][N:5]([C:9]2[C:14]([Br:15])=[CH:13][N:12]=[C:11]3[NH:16][CH:17]=[C:18]([NH:19][C:20](=[O:27])[C:21]4[CH:26]=[CH:25][CH:24]=[N:23][CH:22]=4)[C:10]=23)[CH2:4]1.CCN(C(C)C)C(C)C.C(OC)(OC)OC.[CH:44](=O)[CH:45]([CH3:47])[CH3:46].[BH4-].[Na+]. The catalyst is CO.O. The product is [ClH:1].[Br:15][C:14]1[C:9]([N:5]2[CH2:6][CH2:7][CH2:8][C@@H:3]([NH:2][CH2:44][CH:45]([CH3:47])[CH3:46])[CH2:4]2)=[C:10]2[C:18]([NH:19][C:20](=[O:27])[C:21]3[CH:26]=[CH:25][CH:24]=[N:23][CH:22]=3)=[CH:17][NH:16][C:11]2=[N:12][CH:13]=1. The yield is 0.600. (6) The yield is 0.780. The reactants are [NH2:1][C:2]1[C:11]2[C:6](=[C:7](Br)[CH:8]=[CH:9][CH:10]=2)[N:5]=[N:4][C:3]=1[C:13]([NH:15][CH:16]1[CH2:18][CH2:17]1)=[O:14].[F:19][C:20]1[C:25]([O:26][CH3:27])=[CH:24][CH:23]=[CH:22][C:21]=1B(O)O. The product is [NH2:1][C:2]1[C:11]2[C:6](=[C:7]([C:21]3[CH:22]=[CH:23][CH:24]=[C:25]([O:26][CH3:27])[C:20]=3[F:19])[CH:8]=[CH:9][CH:10]=2)[N:5]=[N:4][C:3]=1[C:13]([NH:15][CH:16]1[CH2:18][CH2:17]1)=[O:14]. No catalyst specified.